From a dataset of Full USPTO retrosynthesis dataset with 1.9M reactions from patents (1976-2016). Predict the reactants needed to synthesize the given product. (1) The reactants are: C[Si]([N-][Si](C)(C)C)(C)C.[Na+].[CH2:11]1COCC1.O=[C:17]1[CH2:22][CH2:21][C@H:20]([C:23]([O:25][C:26]([CH3:29])([CH3:28])[CH3:27])=[O:24])[C@@H:19]([C:30]([O:32][CH2:33][C:34]2[CH:39]=[CH:38][CH:37]=[CH:36][CH:35]=2)=[O:31])[CH2:18]1. Given the product [CH2:11]=[C:17]1[CH2:22][CH2:21][C@H:20]([C:23]([O:25][C:26]([CH3:29])([CH3:28])[CH3:27])=[O:24])[C@@H:19]([C:30]([O:32][CH2:33][C:34]2[CH:39]=[CH:38][CH:37]=[CH:36][CH:35]=2)=[O:31])[CH2:18]1, predict the reactants needed to synthesize it. (2) Given the product [CH3:7][N:6]1[C:2]([C:22]2[CH:21]=[CH:20][C:19]([O:18][C:17]([F:16])([F:28])[F:29])=[CH:24][CH:23]=2)=[C:3]([C:8]2[CH:13]=[C:12]([C:14]#[N:15])[CH:11]=[CH:10][N:9]=2)[N:4]=[CH:5]1, predict the reactants needed to synthesize it. The reactants are: Br[C:2]1[N:6]([CH3:7])[CH:5]=[N:4][C:3]=1[C:8]1[CH:13]=[C:12]([C:14]#[N:15])[CH:11]=[CH:10][N:9]=1.[F:16][C:17]([F:29])([F:28])[O:18][C:19]1[CH:24]=[CH:23][C:22](B(O)O)=[CH:21][CH:20]=1. (3) Given the product [Cl:26][C:27]1[CH:34]=[CH:33][C:30]([CH2:31][NH:2][C:3]2[CH:7]=[CH:6][NH:5][C:4]=2[C:8]([O:10][CH2:11][CH3:12])=[O:9])=[C:29]([C:35]2([CH3:40])[O:36][CH2:37][CH2:38][O:39]2)[CH:28]=1, predict the reactants needed to synthesize it. The reactants are: Cl.[NH2:2][C:3]1[CH:7]=[CH:6][NH:5][C:4]=1[C:8]([O:10][CH2:11][CH3:12])=[O:9].CCN(C(C)C)C(C)C.CC(O)=O.[Cl:26][C:27]1[CH:34]=[CH:33][C:30]([CH:31]=O)=[C:29]([C:35]2([CH3:40])[O:39][CH2:38][CH2:37][O:36]2)[CH:28]=1.[B-]C#N.[Na+]. (4) The reactants are: O.[OH-].[Li+].[CH3:4][C:5]1[CH:10]=[C:9]([CH3:11])[CH:8]=[C:7]([CH3:12])[C:6]=1[NH:13][C:14]([NH:16][C:17]1[C:18]([C:27]([NH:29][C@H:30]([C:35]([O:37]C)=[O:36])[CH2:31][CH2:32][CH2:33][CH3:34])=[O:28])=[CH:19][C:20]2[C:25]([CH:26]=1)=[CH:24][CH:23]=[CH:22][CH:21]=2)=[O:15].O.Cl. Given the product [CH3:12][C:7]1[CH:8]=[C:9]([CH3:11])[CH:10]=[C:5]([CH3:4])[C:6]=1[NH:13][C:14]([NH:16][C:17]1[C:18]([C:27]([NH:29][C@H:30]([C:35]([OH:37])=[O:36])[CH2:31][CH2:32][CH2:33][CH3:34])=[O:28])=[CH:19][C:20]2[C:25]([CH:26]=1)=[CH:24][CH:23]=[CH:22][CH:21]=2)=[O:15], predict the reactants needed to synthesize it. (5) Given the product [ClH:45].[O:1]1[C:6]2[CH:7]=[CH:8][C:9]([CH2:11][NH:12][CH:20]3[CH2:25][CH2:24][N:23]([CH2:26][CH2:27][N:28]4[C:37]5[C:32](=[C:33]([C:40](=[O:43])[CH2:41][CH3:42])[CH:34]=[C:35]([O:38][CH3:39])[CH:36]=5)[CH:31]=[CH:30][C:29]4=[O:44])[CH2:22][CH2:21]3)=[CH:10][C:5]=2[O:4][CH2:3][CH2:2]1, predict the reactants needed to synthesize it. The reactants are: [O:1]1[C:6]2[CH:7]=[CH:8][C:9]([CH2:11][N:12]([CH:20]3[CH2:25][CH2:24][N:23]([CH2:26][CH2:27][N:28]4[C:37]5[C:32](=[C:33]([C:40](=[O:43])[CH2:41][CH3:42])[CH:34]=[C:35]([O:38][CH3:39])[CH:36]=5)[CH:31]=[CH:30][C:29]4=[O:44])[CH2:22][CH2:21]3)C(=O)OC(C)(C)C)=[CH:10][C:5]=2[O:4][CH2:3][CH2:2]1.[ClH:45].C(OCC)(=O)C. (6) Given the product [Cl:32][C:19]1[C:18]2[C:13](=[CH:14][CH:15]=[CH:16][CH:17]=2)[N:12]([CH2:21][C:22]2[CH:27]=[CH:26][C:25]([F:28])=[CH:24][CH:23]=2)[C:11](=[O:29])[C:10]=1[C:8]#[N:7], predict the reactants needed to synthesize it. The reactants are: C1([NH:7][C:8]([C:10]2[C:11](=[O:29])[N:12]([CH2:21][C:22]3[CH:27]=[CH:26][C:25]([F:28])=[CH:24][CH:23]=3)[C:13]3[C:18]([C:19]=2O)=[CH:17][CH:16]=[CH:15][CH:14]=3)=O)CCCCC1.P(Cl)(Cl)([Cl:32])=O. (7) Given the product [F:20][C:21]1[CH:26]=[CH:25][C:24]([C:27]([F:30])([F:29])[F:28])=[CH:23][C:22]=1[NH:31][C:32]([NH:19][C:4]1[CH:5]=[CH:6][C:7]([C:9]2[CH:14]=[N:13][CH:12]=[C:11]3[N:15]([CH3:18])[N:16]=[CH:17][C:10]=23)=[CH:8][C:3]=1[O:2][CH3:1])=[O:33], predict the reactants needed to synthesize it. The reactants are: [CH3:1][O:2][C:3]1[CH:8]=[C:7]([C:9]2[CH:14]=[N:13][CH:12]=[C:11]3[N:15]([CH3:18])[N:16]=[CH:17][C:10]=23)[CH:6]=[CH:5][C:4]=1[NH2:19].[F:20][C:21]1[CH:26]=[CH:25][C:24]([C:27]([F:30])([F:29])[F:28])=[CH:23][C:22]=1[N:31]=[C:32]=[O:33]. (8) Given the product [ClH:1].[Cl:1][C:2]1[CH:3]=[CH:4][C:5]([O:26][CH2:27][CH:28]([CH3:30])[CH3:29])=[C:6]([CH2:8][N:9]2[C:13]([CH3:14])=[CH:12][C:11]([C:15]([NH:17][C:18]3[CH:23]=[N:22][C:21]([CH2:24][N:45]4[CH2:50][CH2:49][CH2:48][CH2:47][CH2:46]4)=[CH:20][N:19]=3)=[O:16])=[N:10]2)[CH:7]=1, predict the reactants needed to synthesize it. The reactants are: [Cl:1][C:2]1[CH:3]=[CH:4][C:5]([O:26][CH2:27][CH:28]([CH3:30])[CH3:29])=[C:6]([CH2:8][N:9]2[C:13]([CH3:14])=[CH:12][C:11]([C:15]([NH:17][C:18]3[CH:23]=[N:22][C:21]([CH:24]=O)=[CH:20][N:19]=3)=[O:16])=[N:10]2)[CH:7]=1.C(O[BH-](OC(=O)C)OC(=O)C)(=O)C.[Na+].[NH:45]1[CH2:50][CH2:49][CH2:48][CH2:47][CH2:46]1. (9) The reactants are: [Br:1][C:2]1[CH:7]=[C:6]([O:8][CH3:9])[CH:5]=[C:4]([Br:10])[C:3]=1[CH3:11].[Br:12]N1C(=O)CCC1=O.C(OOC(=O)C1C=CC=CC=1)(=O)C1C=CC=CC=1. Given the product [Br:1][C:2]1[CH:7]=[C:6]([O:8][CH3:9])[CH:5]=[C:4]([Br:10])[C:3]=1[CH2:11][Br:12], predict the reactants needed to synthesize it.